Dataset: P-glycoprotein inhibition data for predicting drug efflux from Broccatelli et al.. Task: Regression/Classification. Given a drug SMILES string, predict its absorption, distribution, metabolism, or excretion properties. Task type varies by dataset: regression for continuous measurements (e.g., permeability, clearance, half-life) or binary classification for categorical outcomes (e.g., BBB penetration, CYP inhibition). Dataset: pgp_broccatelli. (1) The drug is O=c1c2ccccc2n(CCCN(CCO)CCO)c2ccccc12. The result is 1 (inhibitor). (2) The compound is O=C(CCc1ccccc1)c1ccccc1OCCCCN1CCCCC1. The result is 1 (inhibitor). (3) The molecule is ClC1=C(Cl)[C@]2(Cl)[C@H]3[C@@H]4C[C@@H]([C@@H]5O[C@@H]45)[C@@H]3[C@@]1(Cl)C2(Cl)Cl. The result is 0 (non-inhibitor). (4) The molecule is CCOC(=O)C1=C(C)NC(C)=C(C(=O)OC)[C@H]1c1cccc(Cl)c1Cl. The result is 0 (non-inhibitor). (5) The drug is CN1CCc2cc3c(cc2[C@@H]1O)OCO3. The result is 0 (non-inhibitor). (6) The result is 1 (inhibitor). The molecule is C=CCN(CC=C)c1ccc(-c2nc(-c3ccc(/C=C/C(=O)OC)cc3)[nH]c2-c2ccc(N(CC=C)CC=C)cc2)cc1. (7) The drug is COc1ccc(OC[C@@H](O)CN2CCN(c3ccc(F)cc3)CC2)cc1. The result is 1 (inhibitor).